This data is from Peptide-MHC class II binding affinity with 134,281 pairs from IEDB. The task is: Regression. Given a peptide amino acid sequence and an MHC pseudo amino acid sequence, predict their binding affinity value. This is MHC class II binding data. The peptide sequence is RSTTDSGKVIPEWCC. The MHC is DRB1_0901 with pseudo-sequence DRB1_0901. The binding affinity (normalized) is 0.